Binary Classification. Given a miRNA mature sequence and a target amino acid sequence, predict their likelihood of interaction. From a dataset of Experimentally validated miRNA-target interactions with 360,000+ pairs, plus equal number of negative samples. (1) The miRNA is mmu-miR-5129-5p with sequence AUGUGGGGGCAUUGGUAUUUUC. The protein sequence of the target gene is MGKTVASLGQGTRPDPVRSFNRWKKKHSHRQHQKKERRKQLKKPEWQVEREGISRLMQNYEKINVNEITRFSDFPLSKKTLKGLQEAQYRLVTEIQKQTIGLALQGKDVLGAAKTGSGKTLAFLVPVLEALYRLQWTSTDGLGVLIISPTRELAYQTFEVLRKVGKNHDFSAGLIIGGKDLKHEAERINNINILVCTPGRLLQHMDETICFHATNLQMLVLDEADRILDMGFADTMNAIIENLPKKRQTLLFSATQTKSVKDLARLSLKDPEYVWVHEKAKYSTPATLEQNYIICELHQK.... Result: 0 (no interaction). (2) The miRNA is hsa-miR-4251 with sequence CCUGAGAAAAGGGCCAA. The protein sequence of the target gene is MTSAAEIKKPPVAPKPKFVVANNKPAPPPIAPKPDIVISSVPQSTKKMKPAIAPKPKVLKTSPVREIGQSPSRKIMLNLEGHKQELAESTDNFNCKYEGNQSNDYISPMCSCSSECIHKLGHRENLCVKQLVLEPLEMNENLENSKIDETLTIKTRSKCDLYGEKAKNQGGVVLKASVLEEELKDALIHQMPPFISAQKHRPTDSPEMNGGCNSNGQFRIEFADLSPSPSSFEKVPDHHSCHLQLPSDECEHFETCQDDSEKSNNCFQSSELEALENGKRSTLISSDGVSKKSEVKDLGP.... Result: 0 (no interaction). (3) The miRNA is mmu-miR-320-3p with sequence AAAAGCUGGGUUGAGAGGGCGA. The protein sequence of the target gene is MGRESRHYRKRSASRGRSGSRSRSRSPSDKRSKRGDDRRSRSRDRDRRRERSRSRDKRRSRSRDRKRLRRSRSRERDRSRERRRSRSRDRRRSRSRSRGRRSRSSSPGSKTKKTENRSRSKEKAEGGDSSKEKKKDKDDKEDEKEKDAGNFDQNKLEEEMRKRKERVEKWREEQRKKAMENIGELKKEIEEMKQGKKWSLEDDDDDEDDPAEAEKEGTEMEDEELDPLDAYMEEVKEEVKKFNMRSVKGGAGNEKKSGPTVTKVVTVVTTKKAVVDADKKKGELMENDQDAMEYSSEEEE.... Result: 0 (no interaction). (4) The miRNA is mmu-miR-16-5p with sequence UAGCAGCACGUAAAUAUUGGCG. The protein sequence of the target gene is MKKVKKKRSEARRHRDSTSQHASSNSTSQQPSPESTPQQPSPESTPQQPSPESTPQHSSLETTSRQPAFQALPAPEIRRSSCCLLSPDANVKAAPQSRKAGPLIRAGPHSCSCATCPCSSACWRRLGLCHSRIFDVLLPRDWQMAPGRGLPNLLTFYRKSSRKPSSHRNACPPSPRNCGCGSGGSRSCLLHH. Result: 0 (no interaction).